Dataset: Full USPTO retrosynthesis dataset with 1.9M reactions from patents (1976-2016). Task: Predict the reactants needed to synthesize the given product. (1) The reactants are: [NH2:1][C:2]1[CH:3]=[CH:4][CH:5]=[C:6]2[C:11]=1[CH2:10][C:9](=[O:12])[CH2:8][CH2:7]2.[CH2:13](Br)[C:14]1[CH:19]=[CH:18][CH:17]=[CH:16][CH:15]=1.C(=O)([O-])[O-].[K+].[K+]. Given the product [CH2:13]([NH:1][C:2]1[CH:3]=[CH:4][CH:5]=[C:6]2[C:11]=1[CH2:10][C:9](=[O:12])[CH2:8][CH2:7]2)[C:14]1[CH:19]=[CH:18][CH:17]=[CH:16][CH:15]=1, predict the reactants needed to synthesize it. (2) Given the product [C:4]([OH:15])(=[O:3])[CH3:5].[CH3:2][O:3][C:4](=[O:15])[C@H:5]([OH:14])[C@H:6]([C:8]1[CH:13]=[CH:12][CH:11]=[CH:10][CH:9]=1)[NH2:7], predict the reactants needed to synthesize it. The reactants are: Cl.[CH3:2][O:3][C:4](=[O:15])[C@H:5]([OH:14])[C@H:6]([C:8]1[CH:13]=[CH:12][CH:11]=[CH:10][CH:9]=1)[NH2:7].Cl.C(N(CC)CC)C.C(O)(=O)C.